This data is from Reaction yield outcomes from USPTO patents with 853,638 reactions. The task is: Predict the reaction yield, written as a fraction of the theoretical maximum amount of product (1.0 means a 100% yield; for example, 0.34 means a 34% yield). (1) The reactants are [C:1]([C:4]1[CH:9]=[CH:8][CH:7]=[C:6]([F:10])[C:5]=1[NH:11][C:12](=O)[C:13]([O:15][CH2:16][CH3:17])=[O:14])(=[O:3])[NH2:2].CC(C)([O-])C.[K+].[Na+].[Cl-].CC(O)=O. The catalyst is CCO. The product is [F:10][C:6]1[CH:7]=[CH:8][CH:9]=[C:4]2[C:5]=1[N:11]=[C:12]([C:13]([O:15][CH2:16][CH3:17])=[O:14])[N:2]=[C:1]2[OH:3]. The yield is 0.930. (2) The reactants are [C:1](NC(N)=N)#[N:2].[Cl:7][C:8]1[CH:13]=[CH:12][C:11]([N:14]=[C:15]=[N:16][C:17]2[CH:22]=[CH:21][CH:20]=[C:19]([F:23])[C:18]=2[Cl:24])=[C:10]([O:25][Si](C(C)(C)C)(C)C)[C:9]=1[S:33]([N:36]([CH3:38])[CH3:37])(=[O:35])=[O:34].[N:39]#CN.C(N(CC)C(C)C)(C)C.[F-].[Cs+]. No catalyst specified. The product is [Cl:7][C:8]1[CH:13]=[CH:12][C:11]([N:14]([C:1]#[N:2])[C:15]([NH:16][C:17]2[CH:22]=[CH:21][CH:20]=[C:19]([F:23])[C:18]=2[Cl:24])=[NH:39])=[C:10]([OH:25])[C:9]=1[S:33]([N:36]([CH3:37])[CH3:38])(=[O:35])=[O:34]. The yield is 0.390. (3) The reactants are [N+:1]([C:4]1[CH:9]=[CH:8][CH:7]=[CH:6][C:5]=1[S:10](Cl)(=[O:12])=[O:11])([O-:3])=[O:2].[C:14]([O:18][C:19](=[O:28])[C:20]1[CH:25]=[CH:24][C:23]([CH2:26][NH2:27])=[CH:22][CH:21]=1)([CH3:17])([CH3:16])[CH3:15].C(N(CC)CC)C. The catalyst is ClCCl. The product is [C:14]([O:18][C:19](=[O:28])[C:20]1[CH:21]=[CH:22][C:23]([CH2:26][NH:27][S:10]([C:5]2[CH:6]=[CH:7][CH:8]=[CH:9][C:4]=2[N+:1]([O-:3])=[O:2])(=[O:12])=[O:11])=[CH:24][CH:25]=1)([CH3:17])([CH3:15])[CH3:16]. The yield is 0.950. (4) The yield is 0.310. No catalyst specified. The product is [CH:34]([N:30]1[CH2:29][CH2:28][CH:27]([CH:25]([N:18]2[C:19]3[C:24](=[CH:23][CH:22]=[CH:21][CH:20]=3)[C:16]([C:14]([NH:13][CH2:12][C:5]3[C:6](=[O:11])[NH:7][C:8]([CH3:10])=[CH:9][C:4]=3[O:3][CH3:2])=[O:15])=[C:17]2[CH3:33])[CH3:26])[CH2:32][CH2:31]1)([CH3:38])[CH3:35]. The reactants are Cl.[CH3:2][O:3][C:4]1[CH:9]=[C:8]([CH3:10])[NH:7][C:6](=[O:11])[C:5]=1[CH2:12][NH:13][C:14]([C:16]1[C:24]2[C:19](=[CH:20][CH:21]=[CH:22][CH:23]=2)[N:18]([CH:25]([CH:27]2[CH2:32][CH2:31][NH:30][CH2:29][CH2:28]2)[CH3:26])[C:17]=1[CH3:33])=[O:15].[CH2:34]1[CH2:38]OC[CH2:35]1.CC(=O)C.C(O[BH-](OC(=O)C)OC(=O)C)(=O)C.[Na+]. (5) The yield is 0.950. The product is [C:1]1([O:11][CH2:13][C:14]([O:16][CH2:17][CH3:18])=[O:15])[C:10]2[CH2:9][CH2:8][CH2:7][CH2:6][C:5]=2[CH:4]=[CH:3][CH:2]=1. The reactants are [C:1]1([OH:11])[C:10]2[CH2:9][CH2:8][CH2:7][CH2:6][C:5]=2[CH:4]=[CH:3][CH:2]=1.Br[CH2:13][C:14]([O:16][CH2:17][CH3:18])=[O:15].C([O-])([O-])=O.[K+].[K+]. The catalyst is CC#N. (6) The reactants are [CH3:1][O:2][C:3]1[CH:4]=[C:5]2[C:10](=[CH:11][C:12]=1[O:13][CH3:14])[N:9]=[CH:8][CH:7]=[C:6]2[O:15][C:16]1[C:22]([CH3:23])=[CH:21][C:19]([NH2:20])=[C:18]([CH3:24])[CH:17]=1.C(N(CC)CC)C.[C:32](Cl)(Cl)=[S:33].[N:36]1([CH2:42][CH2:43][NH2:44])[CH2:41][CH2:40][CH2:39][CH2:38][CH2:37]1. The catalyst is CN(C)C=O.C(OCC)(=O)C. The product is [CH3:1][O:2][C:3]1[CH:4]=[C:5]2[C:10](=[CH:11][C:12]=1[O:13][CH3:14])[N:9]=[CH:8][CH:7]=[C:6]2[O:15][C:16]1[C:22]([CH3:23])=[CH:21][C:19]([NH:20][C:32]([NH:44][CH2:43][CH2:42][N:36]2[CH2:41][CH2:40][CH2:39][CH2:38][CH2:37]2)=[S:33])=[C:18]([CH3:24])[CH:17]=1. The yield is 0.400. (7) The product is [C:12]12([CH2:22][CH2:23][N:24]([CH2:37][CH2:38][CH2:39][CH2:40][CH3:41])[C:25](=[O:26])[NH:27][CH2:28][CH2:29][CH2:30][C:31]3[CH:32]=[CH:33][N+:34]([O-:9])=[CH:35][CH:36]=3)[CH2:13][CH:14]3[CH2:15][CH:16]([CH2:17][CH:18]([CH2:20]3)[CH2:19]1)[CH2:21]2. The catalyst is C(Cl)(Cl)Cl. The reactants are ClC1C=CC=C(C(OO)=[O:9])C=1.[C:12]12([CH2:22][CH2:23][N:24]([CH2:37][CH2:38][CH2:39][CH2:40][CH3:41])[C:25]([NH:27][CH2:28][CH2:29][CH2:30][C:31]3[CH:36]=[CH:35][N:34]=[CH:33][CH:32]=3)=[O:26])[CH2:21][CH:16]3[CH2:17][CH:18]([CH2:20][CH:14]([CH2:15]3)[CH2:13]1)[CH2:19]2.[OH-].[Na+]. The yield is 0.942.